Dataset: Forward reaction prediction with 1.9M reactions from USPTO patents (1976-2016). Task: Predict the product of the given reaction. (1) Given the reactants [N:1]1([CH2:6][C@@H:7]([O:14][C:15]2[CH:24]=[CH:23][C:22]3[C:21](=[O:25])[CH2:20][CH2:19][CH2:18][C:17]=3[C:16]=2[CH2:26][S:27]([C:30]2[CH:38]=[CH:37][CH:36]=[CH:35][C:31]=2[C:32](O)=[O:33])(=[O:29])=[O:28])[C:8]2[CH:13]=[CH:12][CH:11]=[CH:10][CH:9]=2)[CH:5]=[CH:4][N:3]=[CH:2]1.[CH3:39][N:40]([CH3:44])[CH2:41][CH2:42][NH2:43], predict the reaction product. The product is: [CH3:39][N:40]([CH3:44])[CH2:41][CH2:42][NH:43][C:32](=[O:33])[C:31]1[CH:35]=[CH:36][CH:37]=[CH:38][C:30]=1[S:27]([CH2:26][C:16]1[C:17]2[CH2:18][CH2:19][CH2:20][C:21](=[O:25])[C:22]=2[CH:23]=[CH:24][C:15]=1[O:14][C@@H:7]([C:8]1[CH:9]=[CH:10][CH:11]=[CH:12][CH:13]=1)[CH2:6][N:1]1[CH:5]=[CH:4][N:3]=[CH:2]1)(=[O:29])=[O:28]. (2) Given the reactants [CH2:1]([C:4]1[CH:9]=[CH:8][C:7]([O:10]C)=[CH:6][CH:5]=1)[CH:2]=[CH2:3].B(Br)(Br)Br, predict the reaction product. The product is: [CH2:1]([C:4]1[CH:9]=[CH:8][C:7]([OH:10])=[CH:6][CH:5]=1)[CH:2]=[CH2:3].